The task is: Regression. Given a peptide amino acid sequence and an MHC pseudo amino acid sequence, predict their binding affinity value. This is MHC class I binding data.. This data is from Peptide-MHC class I binding affinity with 185,985 pairs from IEDB/IMGT. (1) The peptide sequence is AEALKEALAPV. The MHC is Mamu-A11 with pseudo-sequence Mamu-A11. The binding affinity (normalized) is 0.642. (2) The peptide sequence is VSARIAALF. The MHC is HLA-C15:02 with pseudo-sequence HLA-C15:02. The binding affinity (normalized) is 0.256. (3) The peptide sequence is FSLGAAVKA. The MHC is HLA-A02:01 with pseudo-sequence HLA-A02:01. The binding affinity (normalized) is 0.140. (4) The peptide sequence is MLKLFTHDI. The MHC is HLA-B08:01 with pseudo-sequence HLA-B08:01. The binding affinity (normalized) is 0.984. (5) The peptide sequence is KSISSMTIR. The MHC is HLA-A33:01 with pseudo-sequence HLA-A33:01. The binding affinity (normalized) is 0.173. (6) The peptide sequence is VINRLGADL. The MHC is HLA-A02:01 with pseudo-sequence HLA-A02:01. The binding affinity (normalized) is 0. (7) The peptide sequence is MVDELVTRK. The MHC is HLA-A03:01 with pseudo-sequence HLA-A03:01. The binding affinity (normalized) is 0.609. (8) The peptide sequence is LQALSNLIL. The MHC is HLA-A11:01 with pseudo-sequence HLA-A11:01. The binding affinity (normalized) is 0.213.